Task: Predict which catalyst facilitates the given reaction.. Dataset: Catalyst prediction with 721,799 reactions and 888 catalyst types from USPTO (1) Reactant: [C:1]([O:9][CH2:10][C:11]1[C:16](Cl)=[C:15]([F:18])[N:14]=[C:13]([F:19])[C:12]=1Cl)(=[O:8])[C:2]1[CH:7]=[CH:6][CH:5]=[CH:4][CH:3]=1. Product: [C:1]([O:9][CH2:10][C:11]1[CH:16]=[C:15]([F:18])[N:14]=[C:13]([F:19])[CH:12]=1)(=[O:8])[C:2]1[CH:3]=[CH:4][CH:5]=[CH:6][CH:7]=1. The catalyst class is: 63. (2) Reactant: C([N-]C(C)C)(C)C.[Li+].[CH3:9][N:10]1[C:15](=[O:16])[C:14]2[CH:17]=[C:18]([CH2:20][C:21]3[C:30]4[C:25](=[CH:26][CH:27]=[CH:28][CH:29]=4)[CH:24]=[CH:23][CH:22]=3)[S:19][C:13]=2[N:12]([CH2:31][CH:32]([CH3:34])[CH3:33])[C:11]1=[O:35].[N+:36]([C:39]1[CH:44]=[CH:43][C:42]([S:45][S:45][C:42]2[CH:43]=[CH:44][C:39]([N+:36]([O-:38])=[O:37])=[CH:40][CH:41]=2)=[CH:41][CH:40]=1)([O-:38])=[O:37].C(=O)([O-])O.[Na+]. Product: [CH3:20][CH2:18][CH2:17][CH:14]([CH3:15])[CH3:13].[CH3:9][N:10]1[C:15](=[O:16])[C:14]2[C:17]([S:45][C:42]3[CH:43]=[CH:44][C:39]([N+:36]([O-:38])=[O:37])=[CH:40][CH:41]=3)=[C:18]([CH2:20][C:21]3[C:30]4[C:25](=[CH:26][CH:27]=[CH:28][CH:29]=4)[CH:24]=[CH:23][CH:22]=3)[S:19][C:13]=2[N:12]([CH2:31][CH:32]([CH3:33])[CH3:34])[C:11]1=[O:35]. The catalyst class is: 7. (3) Reactant: [CH3:1][Mg+].[Br-].CC[O:6][CH2:7][CH3:8].C(OC([C:14]1[N:15]=[C:16]([C:27]2[CH:32]=[CH:31][C:30]([Br:33])=[CH:29][C:28]=2[Cl:34])[N:17]([C:19]2[C:24]([Cl:25])=[CH:23][CH:22]=[CH:21][C:20]=2[Cl:26])[CH:18]=1)=O)C. Product: [Br:33][C:30]1[CH:31]=[CH:32][C:27]([C:16]2[N:17]([C:19]3[C:24]([Cl:25])=[CH:23][CH:22]=[CH:21][C:20]=3[Cl:26])[CH:18]=[C:14]([C:7]([OH:6])([CH3:8])[CH3:1])[N:15]=2)=[C:28]([Cl:34])[CH:29]=1. The catalyst class is: 1. (4) Reactant: [OH-].[Na+].C[O:4][C:5]([C:7]1[N:8]([CH2:13][O:14][CH2:15][CH2:16][Si:17]([CH3:20])([CH3:19])[CH3:18])[CH:9]=[C:10]([Br:12])[CH:11]=1)=[O:6]. Product: [Br:12][C:10]1[CH:11]=[C:7]([C:5]([OH:6])=[O:4])[N:8]([CH2:13][O:14][CH2:15][CH2:16][Si:17]([CH3:19])([CH3:20])[CH3:18])[CH:9]=1. The catalyst class is: 97. (5) Reactant: [OH:1][CH2:2][C:3]1[O:7][N:6]=[C:5]([C:8]([O:10]CC)=[O:9])[CH:4]=1.[F:13][C:14]1[C:15]([CH2:24]Br)=[CH:16][C:17]2[C:22]([CH:23]=1)=[CH:21][CH:20]=[CH:19][CH:18]=2.C1OCCOCCOCCOCCOCCOC1.[H-].[Na+].Cl.[OH-].[K+]. Product: [F:13][C:14]1[C:15]([CH2:24][O:1][CH2:2][C:3]2[O:7][N:6]=[C:5]([C:8]([OH:10])=[O:9])[CH:4]=2)=[CH:16][C:17]2[C:22]([CH:23]=1)=[CH:21][CH:20]=[CH:19][CH:18]=2. The catalyst class is: 30. (6) Reactant: [CH2:1]([P:3]([CH2:6][CH:7](C)[CH2:8][OH:9])(=[O:5])[OH:4])[CH3:2].[O-]CCCC.[O-]CCCC.[O-]CCCC.[O-]CCCC.[Ti+4:31]. Product: [Ti+4:31].[CH2:1]([P:3]([CH2:6][CH2:7][CH2:8][OH:9])(=[O:4])[O-:5])[CH3:2].[CH2:1]([P:3]([CH2:6][CH2:7][CH2:8][OH:9])(=[O:4])[O-:5])[CH3:2].[CH2:1]([P:3]([CH2:6][CH2:7][CH2:8][OH:9])(=[O:4])[O-:5])[CH3:2].[CH2:1]([P:3]([CH2:6][CH2:7][CH2:8][OH:9])(=[O:4])[O-:5])[CH3:2]. The catalyst class is: 11.